This data is from NCI-60 drug combinations with 297,098 pairs across 59 cell lines. The task is: Regression. Given two drug SMILES strings and cell line genomic features, predict the synergy score measuring deviation from expected non-interaction effect. (1) Drug 1: CCC1=C2CN3C(=CC4=C(C3=O)COC(=O)C4(CC)O)C2=NC5=C1C=C(C=C5)O. Drug 2: CC1=C(N=C(N=C1N)C(CC(=O)N)NCC(C(=O)N)N)C(=O)NC(C(C2=CN=CN2)OC3C(C(C(C(O3)CO)O)O)OC4C(C(C(C(O4)CO)O)OC(=O)N)O)C(=O)NC(C)C(C(C)C(=O)NC(C(C)O)C(=O)NCCC5=NC(=CS5)C6=NC(=CS6)C(=O)NCCC[S+](C)C)O. Cell line: PC-3. Synergy scores: CSS=22.0, Synergy_ZIP=-6.01, Synergy_Bliss=-5.29, Synergy_Loewe=-27.4, Synergy_HSA=-0.404. (2) Drug 1: CC1=C(C=C(C=C1)NC2=NC=CC(=N2)N(C)C3=CC4=NN(C(=C4C=C3)C)C)S(=O)(=O)N.Cl. Drug 2: CCCS(=O)(=O)NC1=C(C(=C(C=C1)F)C(=O)C2=CNC3=C2C=C(C=N3)C4=CC=C(C=C4)Cl)F. Cell line: CAKI-1. Synergy scores: CSS=50.6, Synergy_ZIP=11.1, Synergy_Bliss=11.3, Synergy_Loewe=16.4, Synergy_HSA=15.1. (3) Drug 1: C1=C(C(=O)NC(=O)N1)N(CCCl)CCCl. Drug 2: CN1C(=O)N2C=NC(=C2N=N1)C(=O)N. Cell line: UACC62. Synergy scores: CSS=28.9, Synergy_ZIP=-4.97, Synergy_Bliss=0.124, Synergy_Loewe=-11.9, Synergy_HSA=-1.73. (4) Drug 1: CC1=C(C(CCC1)(C)C)C=CC(=CC=CC(=CC(=O)O)C)C. Drug 2: N.N.Cl[Pt+2]Cl. Cell line: MALME-3M. Synergy scores: CSS=66.0, Synergy_ZIP=-2.09, Synergy_Bliss=-3.05, Synergy_Loewe=0.776, Synergy_HSA=2.44. (5) Drug 1: CC1=C2C(C(=O)C3(C(CC4C(C3C(C(C2(C)C)(CC1OC(=O)C(C(C5=CC=CC=C5)NC(=O)C6=CC=CC=C6)O)O)OC(=O)C7=CC=CC=C7)(CO4)OC(=O)C)O)C)OC(=O)C. Drug 2: CC1=C2C(C(=O)C3(C(CC4C(C3C(C(C2(C)C)(CC1OC(=O)C(C(C5=CC=CC=C5)NC(=O)OC(C)(C)C)O)O)OC(=O)C6=CC=CC=C6)(CO4)OC(=O)C)O)C)O. Cell line: SF-539. Synergy scores: CSS=54.0, Synergy_ZIP=-1.02, Synergy_Bliss=2.26, Synergy_Loewe=3.95, Synergy_HSA=4.07. (6) Drug 1: C1CN1C2=NC(=NC(=N2)N3CC3)N4CC4. Drug 2: CC1C(C(CC(O1)OC2CC(CC3=C2C(=C4C(=C3O)C(=O)C5=C(C4=O)C(=CC=C5)OC)O)(C(=O)CO)O)N)O.Cl. Cell line: MCF7. Synergy scores: CSS=33.2, Synergy_ZIP=-7.82, Synergy_Bliss=-6.27, Synergy_Loewe=-1.60, Synergy_HSA=-0.107.